This data is from Reaction yield outcomes from USPTO patents with 853,638 reactions. The task is: Predict the reaction yield, written as a fraction of the theoretical maximum amount of product (1.0 means a 100% yield; for example, 0.34 means a 34% yield). (1) The reactants are I[C:2]1[CH:7]=[N:6][C:5]([NH2:8])=[C:4]2[O:9][C:10]([C:12]3[C:20]4[C:15](=[CH:16][N:17]=[N:18][CH:19]=4)[S:14][CH:13]=3)=[CH:11][C:3]=12.CC1(C)C(C)(C)OB([C:29]2[CH:30]=[N:31][N:32]([CH:34]3[CH2:39][CH2:38][N:37]([C:40](=[O:42])[CH3:41])[CH2:36][CH2:35]3)[CH:33]=2)O1.[C:44](=O)([O-:46])[O-:45].[K+].[K+]. The catalyst is O1CCOCC1.O.[Pd](Cl)Cl.C1(P(C2C=CC=CC=2)[C-]2C=CC=C2)C=CC=CC=1.[C-]1(P(C2C=CC=CC=2)C2C=CC=CC=2)C=CC=C1.[Fe+2]. The product is [CH:44]([OH:46])=[O:45].[CH:44]([OH:46])=[O:45].[NH2:8][C:5]1[N:6]=[CH:7][C:2]([C:29]2[CH:30]=[N:31][N:32]([CH:34]3[CH2:35][CH2:36][N:37]([C:40](=[O:42])[CH3:41])[CH2:38][CH2:39]3)[CH:33]=2)=[C:3]2[CH:11]=[C:10]([C:12]3[C:20]4[C:15](=[CH:16][N:17]=[N:18][CH:19]=4)[S:14][CH:13]=3)[O:9][C:4]=12. The yield is 0.500. (2) The product is [CH3:3][N:31]1[CH:30]=[C:29]([C:27]2[CH:26]=[CH:25][C:24]3[C:18]4[N:19]([CH:35]=[C:16]([C:15]5[N:11]([CH:8]([CH3:10])[CH3:9])[N:12]=[CH:13][N:14]=5)[N:17]=4)[CH2:20][CH2:21][O:22][C:23]=3[CH:28]=2)[N:33]=[C:32]1[CH3:34]. The yield is 0.520. The catalyst is C1COCC1.O. The reactants are [H-].[Na+].[CH3:3]N(C=O)C.[CH:8]([N:11]1[C:15]([C:16]2[N:17]=[C:18]3[C:24]4[CH:25]=[CH:26][C:27]([C:29]5[NH:33][C:32]([CH3:34])=[N:31][CH:30]=5)=[CH:28][C:23]=4[O:22][CH2:21][CH2:20][N:19]3[CH:35]=2)=[N:14][CH:13]=[N:12]1)([CH3:10])[CH3:9].IC. (3) The reactants are [F:1][C:2]1[CH:7]=[CH:6][CH:5]=[CH:4][C:3]=1[N:8]1[C:16]2[C:11](=[C:12]([N:17]3[CH2:21][CH2:20][NH:19][C:18]3=[O:22])[CH:13]=[CH:14][CH:15]=2)[CH:10]=[N:9]1.[H-].[Na+].Cl[CH2:26][C:27]1[O:28][C:29]([CH3:32])=[CH:30][N:31]=1. The catalyst is O1CCCC1. The product is [F:1][C:2]1[CH:7]=[CH:6][CH:5]=[CH:4][C:3]=1[N:8]1[C:16]2[C:11](=[C:12]([N:17]3[CH2:21][CH2:20][N:19]([CH2:26][C:27]4[O:28][C:29]([CH3:32])=[CH:30][N:31]=4)[C:18]3=[O:22])[CH:13]=[CH:14][CH:15]=2)[CH:10]=[N:9]1. The yield is 0.500. (4) The reactants are [F:1][C:2]1[CH:3]=[C:4]([CH:19]=[CH:20][CH:21]=1)[CH2:5][CH:6]1[CH2:11][CH2:10][N:9](C(OC(C)(C)C)=O)[CH2:8][CH2:7]1.[ClH:22]. The catalyst is O1CCOCC1. The product is [ClH:22].[F:1][C:2]1[CH:3]=[C:4]([CH:19]=[CH:20][CH:21]=1)[CH2:5][CH:6]1[CH2:11][CH2:10][NH:9][CH2:8][CH2:7]1. The yield is 0.900. (5) The reactants are [NH2:1][C:2]1[CH:3]=[C:4]([CH:9]=[C:10]([I:12])[CH:11]=1)[C:5]([O:7][CH3:8])=[O:6].Cl[C:14]1[N:19]=[C:18]([C:20]([F:23])([F:22])[F:21])[CH:17]=[CH:16][N:15]=1.CS(O)(=O)=O. The catalyst is O1CCOCC1.C(OCC)(=O)C. The product is [I:12][C:10]1[CH:9]=[C:4]([CH:3]=[C:2]([NH:1][C:14]2[N:19]=[C:18]([C:20]([F:23])([F:22])[F:21])[CH:17]=[CH:16][N:15]=2)[CH:11]=1)[C:5]([O:7][CH3:8])=[O:6]. The yield is 0.710.